This data is from Full USPTO retrosynthesis dataset with 1.9M reactions from patents (1976-2016). The task is: Predict the reactants needed to synthesize the given product. (1) Given the product [Cl:17][C:15]1[C:14]([CH2:18][CH2:19][CH2:20][N:21]([CH3:22])[CH3:23])=[CH:13][C:10]2[C:11]3[N:12]=[C:2]([NH:1][C:26]4[C:27]([CH3:32])=[N:28][CH:29]=[CH:30][CH:31]=4)[N:3]=[CH:4][C:5]=3[CH2:6][C:7](=[O:24])[NH:8][C:9]=2[CH:16]=1, predict the reactants needed to synthesize it. The reactants are: [NH2:1][C:2]1[N:3]=[CH:4][C:5]2[CH2:6][C:7](=[O:24])[NH:8][C:9]3[CH:16]=[C:15]([Cl:17])[C:14]([CH2:18][CH2:19][CH2:20][N:21]([CH3:23])[CH3:22])=[CH:13][C:10]=3[C:11]=2[N:12]=1.Br[C:26]1[C:27]([CH3:32])=[N:28][CH:29]=[CH:30][CH:31]=1.C(O)(C)(C)C.CC(C)([O-])C.[K+]. (2) Given the product [CH2:1]([O:3][C:4]([C:6]1[C:15](=[O:16])[C:14]2[C:9](=[C:10]([CH:28]=[N:37][OH:38])[C:11]([N:18]3[CH2:22][CH2:21][CH2:20][CH:19]3[C:23]([O:25][CH2:26][CH3:27])=[O:24])=[C:12]([F:17])[CH:13]=2)[N:8]([CH:30]2[CH2:31][CH2:32]2)[CH:7]=1)=[O:5])[CH3:2], predict the reactants needed to synthesize it. The reactants are: [CH2:1]([O:3][C:4]([C:6]1[C:15](=[O:16])[C:14]2[C:9](=[C:10]([CH:28]=O)[C:11]([N:18]3[CH2:22][CH2:21][CH2:20][CH:19]3[C:23]([O:25][CH2:26][CH3:27])=[O:24])=[C:12]([F:17])[CH:13]=2)[N:8]([CH:30]2[CH2:32][CH2:31]2)[CH:7]=1)=[O:5])[CH3:2].CCO.Cl.[NH2:37][OH:38]. (3) Given the product [CH3:1][O:2][C:3](=[O:17])[C:4]1[CH:9]=[C:8]([Cl:10])[CH:7]=[CH:6][C:5]=1[N:11]1[CH2:16][CH2:15][N:14]([CH2:29][CH2:30][CH:31]=[C:32]2[C:38]3[CH:39]=[CH:40][CH:41]=[N:42][C:37]=3[CH2:36][O:35][C:34]3[CH:43]=[CH:44][C:45]([C:47]([OH:50])([CH3:49])[CH3:48])=[CH:46][C:33]2=3)[CH2:13][CH2:12]1, predict the reactants needed to synthesize it. The reactants are: [CH3:1][O:2][C:3](=[O:17])[C:4]1[CH:9]=[C:8]([Cl:10])[CH:7]=[CH:6][C:5]=1[N:11]1[CH2:16][CH2:15][NH:14][CH2:13][CH2:12]1.N1C(C)=CC=CC=1C.[I-].[K+].Br[CH2:29][CH2:30][CH:31]=[C:32]1[C:38]2[CH:39]=[CH:40][CH:41]=[N:42][C:37]=2[CH2:36][O:35][C:34]2[CH:43]=[CH:44][C:45]([C:47]([OH:50])([CH3:49])[CH3:48])=[CH:46][C:33]1=2. (4) Given the product [N:18]1[NH:25][N:26]=[N:27][C:17]=1[C:15]1[S:16][C:12]([N:9]2[CH2:10][CH2:11][CH:6]([O:5][C:4]3[CH:19]=[CH:20][CH:21]=[CH:22][C:3]=3[C:2]([F:1])([F:23])[F:24])[CH2:7][CH2:8]2)=[N:13][N:14]=1, predict the reactants needed to synthesize it. The reactants are: [F:1][C:2]([F:24])([F:23])[C:3]1[CH:22]=[CH:21][CH:20]=[CH:19][C:4]=1[O:5][CH:6]1[CH2:11][CH2:10][N:9]([C:12]2[S:16][C:15]([C:17]#[N:18])=[N:14][N:13]=2)[CH2:8][CH2:7]1.[N-:25]=[N+:26]=[N-:27].[Na+].Cl.[NH+]1C=CC=CC=1.Cl. (5) Given the product [Cl:24][C:25]1[CH:26]=[CH:27][C:28]([CH:31]2[CH2:36][CH2:35][CH2:34][N:33]([C:45]([C:43]3[CH:42]=[N:41][N:40]([CH:37]([CH3:39])[CH3:38])[CH:44]=3)=[O:46])[CH2:32]2)=[CH:29][CH:30]=1, predict the reactants needed to synthesize it. The reactants are: ClC1C=CC(C2CCCN(C(C3C(C)=NN(C)C=3)=O)C2)=C(C)C=1.[Cl:24][C:25]1[CH:30]=[CH:29][C:28]([CH:31]2[CH2:36][CH2:35][CH2:34][NH:33][CH2:32]2)=[CH:27][CH:26]=1.[CH:37]([N:40]1[CH:44]=[C:43]([C:45](O)=[O:46])[CH:42]=[N:41]1)([CH3:39])[CH3:38]. (6) Given the product [Br:11][C:12]1[CH:13]=[CH:14][C:15]2[NH:21][CH2:20][CH2:19][CH2:18][CH2:17][C:16]=2[CH:24]=1, predict the reactants needed to synthesize it. The reactants are: [H-].[H-].[H-].[H-].[Li+].[Al+3].[Al+3].[Cl-].[Cl-].[Cl-].[Br:11][C:12]1[CH:13]=[CH:14][C:15]2[NH:21][C:20](=O)[CH2:19][CH2:18][C:17](=O)[C:16]=2[CH:24]=1. (7) Given the product [F:21][C:22]([F:27])([F:26])[C:23]([OH:25])=[O:24].[NH:8]1[CH2:12][CH2:11][C@@H:10]([S:13][C:14]2[CH:19]=[CH:18][C:17]([OH:20])=[CH:16][CH:15]=2)[CH2:9]1, predict the reactants needed to synthesize it. The reactants are: C(OC([N:8]1[CH2:12][CH2:11][C@@H:10]([S:13][C:14]2[CH:19]=[CH:18][C:17]([OH:20])=[CH:16][CH:15]=2)[CH2:9]1)=O)(C)(C)C.[F:21][C:22]([F:27])([F:26])[C:23]([OH:25])=[O:24]. (8) Given the product [Cl:1][C:2]1[C:7]([I:23])=[C:6]([Cl:8])[CH:5]=[CH:4][N:3]=1, predict the reactants needed to synthesize it. The reactants are: [Cl:1][C:2]1[CH:7]=[C:6]([Cl:8])[CH:5]=[CH:4][N:3]=1.CCN(C(C)C)C(C)C.[Li]CCCC.[I:23]I. (9) Given the product [CH2:1]([O:8][C:9](=[O:23])[C@@H:10]1[CH2:14][C@@H:13]([F:47])[CH2:12][N:11]1[C:16]([O:18][C:19]([CH3:22])([CH3:21])[CH3:20])=[O:17])[C:2]1[CH:7]=[CH:6][CH:5]=[CH:4][CH:3]=1, predict the reactants needed to synthesize it. The reactants are: [CH2:1]([O:8][C:9](=[O:23])[C@H:10]1[CH2:14][C@H:13](O)[CH2:12][N:11]1[C:16]([O:18][C:19]([CH3:22])([CH3:21])[CH3:20])=[O:17])[C:2]1[CH:7]=[CH:6][CH:5]=[CH:4][CH:3]=1.COC(=O)[C@@H]1C[C@H](O)CN1C(OC(C)(C)C)=O.C(N(S(F)(F)[F:47])CC)C.